The task is: Regression. Given two drug SMILES strings and cell line genomic features, predict the synergy score measuring deviation from expected non-interaction effect.. This data is from NCI-60 drug combinations with 297,098 pairs across 59 cell lines. (1) Drug 1: C1CN1P(=S)(N2CC2)N3CC3. Drug 2: CCN(CC)CCCC(C)NC1=C2C=C(C=CC2=NC3=C1C=CC(=C3)Cl)OC. Cell line: SN12C. Synergy scores: CSS=14.7, Synergy_ZIP=-9.03, Synergy_Bliss=1.97, Synergy_Loewe=-2.31, Synergy_HSA=2.41. (2) Synergy scores: CSS=-1.93, Synergy_ZIP=1.80, Synergy_Bliss=2.71, Synergy_Loewe=-1.32, Synergy_HSA=-0.369. Drug 2: CS(=O)(=O)OCCCCOS(=O)(=O)C. Cell line: NCI-H226. Drug 1: CC1CCC2CC(C(=CC=CC=CC(CC(C(=O)C(C(C(=CC(C(=O)CC(OC(=O)C3CCCCN3C(=O)C(=O)C1(O2)O)C(C)CC4CCC(C(C4)OC)O)C)C)O)OC)C)C)C)OC. (3) Drug 1: C1CCN(CC1)CCOC2=CC=C(C=C2)C(=O)C3=C(SC4=C3C=CC(=C4)O)C5=CC=C(C=C5)O. Drug 2: CCCCC(=O)OCC(=O)C1(CC(C2=C(C1)C(=C3C(=C2O)C(=O)C4=C(C3=O)C=CC=C4OC)O)OC5CC(C(C(O5)C)O)NC(=O)C(F)(F)F)O. Cell line: A498. Synergy scores: CSS=1.96, Synergy_ZIP=-2.60, Synergy_Bliss=-4.52, Synergy_Loewe=-2.63, Synergy_HSA=-2.65.